Dataset: NCI-60 drug combinations with 297,098 pairs across 59 cell lines. Task: Regression. Given two drug SMILES strings and cell line genomic features, predict the synergy score measuring deviation from expected non-interaction effect. Drug 1: C1CN1C2=NC(=NC(=N2)N3CC3)N4CC4. Drug 2: CC1=C(N=C(N=C1N)C(CC(=O)N)NCC(C(=O)N)N)C(=O)NC(C(C2=CN=CN2)OC3C(C(C(C(O3)CO)O)O)OC4C(C(C(C(O4)CO)O)OC(=O)N)O)C(=O)NC(C)C(C(C)C(=O)NC(C(C)O)C(=O)NCCC5=NC(=CS5)C6=NC(=CS6)C(=O)NCCC[S+](C)C)O. Cell line: KM12. Synergy scores: CSS=20.7, Synergy_ZIP=-7.49, Synergy_Bliss=-5.83, Synergy_Loewe=-4.00, Synergy_HSA=-1.13.